From a dataset of Reaction yield outcomes from USPTO patents with 853,638 reactions. Predict the reaction yield, written as a fraction of the theoretical maximum amount of product (1.0 means a 100% yield; for example, 0.34 means a 34% yield). (1) The reactants are Br[C:2]1[O:3][C:4]([CH3:7])=[N:5][N:6]=1.C([Mg]Cl)(C)C.[CH3:13][C:14]([CH3:24])([CH3:23])/[CH:15]=[N:16]/[S:17]([C:19]([CH3:22])([CH3:21])[CH3:20])=[O:18]. The catalyst is C1COCC1.C1(C)C=CC=CC=1. The product is [CH3:13][C:14]([CH3:24])([CH3:23])[CH:15]([NH:16][S:17]([C:19]([CH3:22])([CH3:21])[CH3:20])=[O:18])[C:2]1[O:3][C:4]([CH3:7])=[N:5][N:6]=1. The yield is 0.640. (2) The reactants are COC1C=C(OC)C=CC=1C[NH:6][C:7]1[S:11][N:10]=[CH:9][N:8]=1.C[Si]([N-][Si](C)(C)C)(C)C.[Li+].[Cl:28][C:29]1[CH:34]=[CH:33][C:32]([C:35]2[C:44]3[C:39](=[CH:40][C:41]([S:45]([O:48]C4C(F)=C(F)C(F)=C(F)C=4F)(=O)=[O:46])=[CH:42][CH:43]=3)[CH:38]=[CH:37][N:36]=2)=[C:31]([O:60][CH3:61])[CH:30]=1. The catalyst is C1COCC1.CCOC(C)=O. The product is [Cl:28][C:29]1[CH:34]=[CH:33][C:32]([C:35]2[C:44]3[C:39](=[CH:40][C:41]([S:45]([NH:6][C:7]4[S:11][N:10]=[CH:9][N:8]=4)(=[O:48])=[O:46])=[CH:42][CH:43]=3)[CH:38]=[CH:37][N:36]=2)=[C:31]([O:60][CH3:61])[CH:30]=1. The yield is 0.410. (3) The reactants are [CH2:1]([N:5]([C:12]1[C:17](I)=[CH:16][C:15]([F:19])=[CH:14][N:13]=1)C(=O)C(F)(F)F)[CH:2]=[CH:3][CH3:4]. The catalyst is CN(C=O)C.[N+](CCCC)(CCCC)(CCCC)CCCC.[Cl-].CCOC(C)=O.CC([O-])=O.CC([O-])=O.[Pd+2]. The product is [CH2:3]([C:2]1[C:17]2[C:12](=[N:13][CH:14]=[C:15]([F:19])[CH:16]=2)[NH:5][CH:1]=1)[CH3:4]. The yield is 0.700. (4) The reactants are [F:1][C:2]1[C:15]2[O:14][C:13]3[C:8](=[CH:9][C:10]([C:16]4[C:17]([F:22])=[N:18][CH:19]=[CH:20][CH:21]=4)=[CH:11][CH:12]=3)[C:7]3([N:27]=[C:26]([NH2:28])[CH2:25][O:24][CH2:23]3)[C:6]=2[CH:5]=[C:4]([O:29]C)[CH:3]=1.B(Br)(Br)Br. The catalyst is C(Cl)Cl. The product is [NH2:28][C:26]1[CH2:25][O:24][CH2:23][C:7]2([C:6]3[CH:5]=[C:4]([OH:29])[CH:3]=[C:2]([F:1])[C:15]=3[O:14][C:13]3[C:8]2=[CH:9][C:10]([C:16]2[C:17]([F:22])=[N:18][CH:19]=[CH:20][CH:21]=2)=[CH:11][CH:12]=3)[N:27]=1. The yield is 0.950. (5) The reactants are Cl.O[C:3]1([C:12](=[NH:16])OCC)[C:11]2[C:6](=[CH:7][CH:8]=[CH:9][CH:10]=2)CC1.CC[N:19]([CH2:22]C)[CH2:20][CH3:21].[C:24](Cl)(Cl)=O.[CH2:28]1COC[CH2:29]1. The catalyst is Cl. The product is [NH:16]1[C:6]2[C:11](=[CH:10][C:9]([CH2:22][NH:19][CH:20]([CH:21]3[CH2:29][CH2:28]3)[CH3:24])=[CH:8][CH:7]=2)[CH:3]=[CH:12]1. The yield is 0.600. (6) The reactants are Br[C:2]1[CH:3]=[CH:4][C:5]2[NH:6][C:7]3[C:12]([C:13]=2[CH:14]=1)=[CH:11][CH:10]=[CH:9][CH:8]=3.C([O-])([O-])=O.[Na+].[Na+].[C:21]1([CH3:27])[CH:26]=[CH:25][CH:24]=[CH:23][CH:22]=1.[CH2:28](O)[CH3:29].O. The catalyst is C1C=CC([P]([Pd]([P](C2C=CC=CC=2)(C2C=CC=CC=2)C2C=CC=CC=2)([P](C2C=CC=CC=2)(C2C=CC=CC=2)C2C=CC=CC=2)[P](C2C=CC=CC=2)(C2C=CC=CC=2)C2C=CC=CC=2)(C2C=CC=CC=2)C2C=CC=CC=2)=CC=1. The product is [C:21]1([C:27]2[C:28]3[C:29](=[CH:4][CH:3]=[CH:2][CH:14]=3)[C:13]([C:2]3[CH:3]=[CH:4][C:5]4[NH:6][C:7]5[C:12]([C:13]=4[CH:14]=3)=[CH:11][CH:10]=[CH:9][CH:8]=5)=[C:12]3[C:11]=2[CH:10]=[CH:9][CH:8]=[CH:7]3)[CH:26]=[CH:25][CH:24]=[CH:23][CH:22]=1. The yield is 0.600.